Dataset: Reaction yield outcomes from USPTO patents with 853,638 reactions. Task: Predict the reaction yield, written as a fraction of the theoretical maximum amount of product (1.0 means a 100% yield; for example, 0.34 means a 34% yield). (1) The yield is 0.790. No catalyst specified. The product is [F:1][C:2]1[CH:3]=[CH:4][C:5]([S:8][CH2:9][CH2:10][CH2:11][C:12]([N:20]([CH2:19][C:18]2[CH:22]=[CH:23][CH:24]=[CH:25][C:17]=2[O:16][CH3:15])[CH3:21])=[O:14])=[CH:6][CH:7]=1. The reactants are [F:1][C:2]1[CH:7]=[CH:6][C:5]([S:8][CH2:9][CH2:10][CH2:11][C:12]([OH:14])=O)=[CH:4][CH:3]=1.[CH3:15][O:16][C:17]1[CH:25]=[CH:24][CH:23]=[CH:22][C:18]=1[CH2:19][NH:20][CH3:21]. (2) The reactants are [ClH:1].Cl.[NH2:3][CH2:4][CH2:5][C:6]1[N:10]=[CH:9][NH:8][CH:7]=1.[OH-].[Na+].[CH:13](=O)[CH:14]([CH3:16])[CH3:15].Cl. The catalyst is O.CO. The product is [ClH:1].[CH:14]([CH:16]1[C:7]2[N:8]=[CH:9][NH:10][C:6]=2[CH2:5][CH2:4][NH:3]1)([CH3:15])[CH3:13]. The yield is 0.487. (3) The reactants are [Cl:1][C:2]1[CH:3]=[C:4]([C@@H:12]([CH2:24][CH:25]2[CH2:29][CH2:28][CH2:27][CH2:26]2)[C:13]([NH:15][C:16]2[CH:21]=[N:20][C:19]([CH2:22]O)=[CH:18][N:17]=2)=[O:14])[CH:5]=[CH:6][C:7]=1[S:8]([CH3:11])(=[O:10])=[O:9].C1(P(C2C=CC=CC=2)C2C=CC=CC=2)C=CC=CC=1.C(Br)(Br)(Br)[Br:50]. The catalyst is O1CCCC1. The product is [Br:50][CH2:22][C:19]1[N:20]=[CH:21][C:16]([NH:15][C:13](=[O:14])[C@@H:12]([C:4]2[CH:5]=[CH:6][C:7]([S:8]([CH3:11])(=[O:10])=[O:9])=[C:2]([Cl:1])[CH:3]=2)[CH2:24][CH:25]2[CH2:29][CH2:28][CH2:27][CH2:26]2)=[N:17][CH:18]=1. The yield is 0.650. (4) The reactants are [Br:1][C:2]1[CH:3]=[C:4]([CH:16]=[CH:17][CH:18]=1)[CH2:5][CH2:6][O:7][CH2:8][C:9]([O:11]C(C)(C)C)=[O:10].O[Li].O. The catalyst is C1COCC1.CO.O. The product is [Br:1][C:2]1[CH:3]=[C:4]([CH:16]=[CH:17][CH:18]=1)[CH2:5][CH2:6][O:7][CH2:8][C:9]([OH:11])=[O:10]. The yield is 0.990. (5) The reactants are Br[C:2]1[CH:7]=[CH:6][C:5]([Br:8])=[CH:4][N:3]=1.C([Sn](CCCC)(CCCC)[C:14]1[CH:19]=[N:18][CH:17]=[CH:16][N:15]=1)CCC. No catalyst specified. The product is [Br:8][C:5]1[CH:6]=[CH:7][C:2]([C:14]2[CH:19]=[N:18][CH:17]=[CH:16][N:15]=2)=[N:3][CH:4]=1. The yield is 0.600.